From a dataset of Catalyst prediction with 721,799 reactions and 888 catalyst types from USPTO. Predict which catalyst facilitates the given reaction. (1) Reactant: Br[C:2]1[N:7]=[C:6]([NH:8][C:9]2[CH:16]=[CH:15][C:12]([CH:13]=[O:14])=[CH:11][CH:10]=2)[C:5](=[O:17])[N:4]([CH3:18])[CH:3]=1.[C:19]([C:23]1[CH:47]=[CH:46][C:26]([C:27]([NH:29][C:30]2[CH:35]=[CH:34][CH:33]=[C:32](B3OC(C)(C)C(C)(C)O3)[C:31]=2[CH3:45])=[O:28])=[CH:25][CH:24]=1)([CH3:22])([CH3:21])[CH3:20].C(=O)([O-])[O-].[Na+].[Na+].COCCOC. Product: [C:19]([C:23]1[CH:47]=[CH:46][C:26]([C:27]([NH:29][C:30]2[CH:35]=[CH:34][CH:33]=[C:32]([C:2]3[N:7]=[C:6]([NH:8][C:9]4[CH:16]=[CH:15][C:12]([CH:13]=[O:14])=[CH:11][CH:10]=4)[C:5](=[O:17])[N:4]([CH3:18])[CH:3]=3)[C:31]=2[CH3:45])=[O:28])=[CH:25][CH:24]=1)([CH3:22])([CH3:20])[CH3:21]. The catalyst class is: 103. (2) Reactant: [C:1]([O:5][C:6]([NH:8][C@H:9]([C:11]1[CH:19]=[CH:18][C:14]([C:15]([OH:17])=O)=[C:13]([Cl:20])[CH:12]=1)[CH3:10])=[O:7])([CH3:4])([CH3:3])[CH3:2].[CH:21]1([NH2:26])[CH2:25][CH2:24][CH2:23][CH2:22]1.CCN=C=NCCCN(C)C.Cl.ON1C2N=CC=CC=2N=N1.CCN(C(C)C)C(C)C. Product: [Cl:20][C:13]1[CH:12]=[C:11]([C@@H:9]([NH:8][C:6](=[O:7])[O:5][C:1]([CH3:2])([CH3:3])[CH3:4])[CH3:10])[CH:19]=[CH:18][C:14]=1[C:15](=[O:17])[NH:26][CH:21]1[CH2:25][CH2:24][CH2:23][CH2:22]1. The catalyst class is: 136. (3) Reactant: [CH3:1][O:2][CH2:3][CH2:4][N:5]([CH2:7][C:8]1[CH:52]=[CH:51][C:11]([C:12]([NH:14][C:15]2[S:16][C:17]3[C:23]([C:24]4[N:25]=[C:26]([NH:29]C(C5C=CC=CC=5)(C5C=CC=CC=5)C5C=CC=CC=5)[S:27][CH:28]=4)=[CH:22][CH:21]=[C:20]([O:49][CH3:50])[C:18]=3[N:19]=2)=[O:13])=[CH:10][CH:9]=1)[CH3:6].Cl. Product: [NH2:29][C:26]1[S:27][CH:28]=[C:24]([C:23]2[C:17]3[S:16][C:15]([NH:14][C:12](=[O:13])[C:11]4[CH:10]=[CH:9][C:8]([CH2:7][N:5]([CH2:4][CH2:3][O:2][CH3:1])[CH3:6])=[CH:52][CH:51]=4)=[N:19][C:18]=3[C:20]([O:49][CH3:50])=[CH:21][CH:22]=2)[N:25]=1. The catalyst class is: 5.